From a dataset of Reaction yield outcomes from USPTO patents with 853,638 reactions. Predict the reaction yield, written as a fraction of the theoretical maximum amount of product (1.0 means a 100% yield; for example, 0.34 means a 34% yield). (1) The reactants are [F:1][C:2]1[CH:7]=[CH:6][C:5]([C:8]2[S:9][C:10]3[N:11]=[CH:12][N:13]=[C:14]([N:17]4[CH2:22][CH2:21][NH:20][CH2:19][CH2:18]4)[C:15]=3[N:16]=2)=[CH:4][CH:3]=1.[CH3:23][O:24][C:25]1[CH:35]=[CH:34][C:28]([O:29][CH2:30][C:31](O)=[O:32])=[CH:27][CH:26]=1. No catalyst specified. The product is [F:1][C:2]1[CH:7]=[CH:6][C:5]([C:8]2[S:9][C:10]3[N:11]=[CH:12][N:13]=[C:14]([N:17]4[CH2:22][CH2:21][N:20]([C:31](=[O:32])[CH2:30][O:29][C:28]5[CH:34]=[CH:35][C:25]([O:24][CH3:23])=[CH:26][CH:27]=5)[CH2:19][CH2:18]4)[C:15]=3[N:16]=2)=[CH:4][CH:3]=1. The yield is 0.510. (2) The reactants are [F:1][C:2]([F:30])([C:10]1[CH:15]=[CH:14][C:13]([N:16]2[CH:20]=[N:19][C:18]([C:21]3[CH:29]=[CH:28][C:24]([C:25]([OH:27])=O)=[CH:23][CH:22]=3)=[N:17]2)=[CH:12][CH:11]=1)[C:3]([F:9])([F:8])[C:4]([F:7])([F:6])[F:5].C1(P([N:45]=[N+:46]=[N-:47])(C2C=CC=CC=2)=O)C=CC=CC=1.C(N(CC)CC)C. The catalyst is C(O)(C)C. The product is [F:1][C:2]([F:30])([C:10]1[CH:15]=[CH:14][C:13]([N:16]2[CH:20]=[N:19][C:18]([C:21]3[CH:29]=[CH:28][C:24]([C:25]([N:45]=[N+:46]=[N-:47])=[O:27])=[CH:23][CH:22]=3)=[N:17]2)=[CH:12][CH:11]=1)[C:3]([F:9])([F:8])[C:4]([F:6])([F:5])[F:7]. The yield is 0.300. (3) The reactants are [F:1][C:2]1[CH:28]=[CH:27][C:26]([F:29])=[CH:25][C:3]=1[CH2:4][N:5]1[C:10](=[O:11])[CH2:9][NH:8][C:7]2[N:12]=[CH:13][C:14]([C:16]3[CH:24]=[CH:23][C:19]([C:20](O)=[O:21])=[CH:18][CH:17]=3)=[CH:15][C:6]1=2.[NH:30]1[CH2:34][CH2:33][CH2:32][C@H:31]1[CH2:35][N:36]1[CH2:40][CH2:39][CH2:38][CH2:37]1. No catalyst specified. The product is [F:1][C:2]1[CH:28]=[CH:27][C:26]([F:29])=[CH:25][C:3]=1[CH2:4][N:5]1[C:10](=[O:11])[CH2:9][NH:8][C:7]2[N:12]=[CH:13][C:14]([C:16]3[CH:24]=[CH:23][C:19]([C:20]([N:30]4[CH2:34][CH2:33][CH2:32][C@H:31]4[CH2:35][N:36]4[CH2:40][CH2:39][CH2:38][CH2:37]4)=[O:21])=[CH:18][CH:17]=3)=[CH:15][C:6]1=2. The yield is 0.320. (4) The reactants are Br[C:2]1[CH:3]=[C:4]2[C:9](=[N:10][CH:11]=1)[NH:8][C:7](=[O:12])[CH2:6][CH2:5]2.C(=O)([O-])[O-].[Na+].[Na+].[CH2:19]([Sn](CCCC)(CCCC)C=C)[CH2:20]CC.[Na]. The catalyst is C1(C)C=CC=CC=1.C1C=CC([P]([Pd]([P](C2C=CC=CC=2)(C2C=CC=CC=2)C2C=CC=CC=2)([P](C2C=CC=CC=2)(C2C=CC=CC=2)C2C=CC=CC=2)[P](C2C=CC=CC=2)(C2C=CC=CC=2)C2C=CC=CC=2)(C2C=CC=CC=2)C2C=CC=CC=2)=CC=1.O. The product is [CH:19]([C:2]1[CH:3]=[C:4]2[C:9](=[N:10][CH:11]=1)[NH:8][C:7](=[O:12])[CH2:6][CH2:5]2)=[CH2:20]. The yield is 0.750. (5) The yield is 0.370. The reactants are [O:1]1[CH2:6][CH2:5][N:4]([C:7]2[CH:13]=[CH:12][C:10]([NH2:11])=[CH:9][CH:8]=2)[CH2:3][CH2:2]1.[Cl:14][C:15]1[CH:20]=[N:19][CH:18]=[C:17](Cl)[N:16]=1. The product is [Cl:14][C:15]1[N:16]=[C:17]([NH:11][C:10]2[CH:12]=[CH:13][C:7]([N:4]3[CH2:3][CH2:2][O:1][CH2:6][CH2:5]3)=[CH:8][CH:9]=2)[CH:18]=[N:19][CH:20]=1. No catalyst specified. (6) The reactants are Cl[C:2]1[C:3]2[CH:10]=[CH:9][N:8]([CH2:11][CH2:12][O:13][CH2:14][CH2:15][O:16][CH3:17])[C:4]=2[N:5]=[CH:6][N:7]=1.[NH2:18][C:19]1[CH:20]=[C:21]([C:25]#[CH:26])[CH:22]=[CH:23][CH:24]=1. The yield is 0.810. The catalyst is CO. The product is [C:25]([C:21]1[CH:20]=[C:19]([NH:18][C:2]2[C:3]3[CH:10]=[CH:9][N:8]([CH2:11][CH2:12][O:13][CH2:14][CH2:15][O:16][CH3:17])[C:4]=3[N:5]=[CH:6][N:7]=2)[CH:24]=[CH:23][CH:22]=1)#[CH:26]. (7) The reactants are Cl.[NH2:2][C@@H:3]([CH2:17][CH2:18][CH2:19][CH3:20])[C@@H:4]([OH:16])[CH2:5][NH:6][S:7]([C:10]1[CH:15]=[CH:14][CH:13]=[CH:12][N:11]=1)(=[O:9])=[O:8].N[C@@H](CCCC)[C@H](O)CNS(C1C=CC=CN=1)(=O)=O.[C:40](=O)([O:60]C1C=CC([N+]([O-])=O)=CC=1)[O:41][C@H:42]([CH2:47][O:48][C:49]1[CH:54]=[CH:53][C:52]([N:55]2[CH:59]=[CH:58][N:57]=[CH:56]2)=[CH:51][CH:50]=1)[C:43]([CH3:46])([CH3:45])[CH3:44].C(N(CC)C(C)C)(C)C. The catalyst is CN(C)C=O. The product is [OH:16][C@H:4]([C@@H:3]([NH:2][C:40](=[O:60])[O:41][C@H:42]([CH2:47][O:48][C:49]1[CH:54]=[CH:53][C:52]([N:55]2[CH:59]=[CH:58][N:57]=[CH:56]2)=[CH:51][CH:50]=1)[C:43]([CH3:45])([CH3:46])[CH3:44])[CH2:17][CH2:18][CH2:19][CH3:20])[CH2:5][NH:6][S:7]([C:10]1[CH:15]=[CH:14][CH:13]=[CH:12][N:11]=1)(=[O:9])=[O:8]. The yield is 0.570. (8) The reactants are Br[C:2]1[CH:3]=[CH:4][C:5]2[N:6]([C:15]3[CH:20]=[CH:19][CH:18]=[CH:17][CH:16]=3)[C:7]3[C:12]([C:13]=2[CH:14]=1)=[CH:11][CH:10]=[CH:9][CH:8]=3.CC(C)([O-])C.[Na+].C1(C)C(C)=CC=CC=1.[NH2:35][C:36]1[CH:41]=[CH:40][CH:39]=[CH:38][CH:37]=1. The catalyst is C1C=CC(/C=C/C(/C=C/C2C=CC=CC=2)=O)=CC=1.C1C=CC(/C=C/C(/C=C/C2C=CC=CC=2)=O)=CC=1.[Pd].[CH-]1C(P(C2C=CC=CC=2)C2C=CC=CC=2)=CC=C1.[CH-]1C(P(C2C=CC=CC=2)C2C=CC=CC=2)=CC=C1.[Fe+2].C1(C)C=CC=CC=1. The product is [C:36]1([NH:35][C:2]2[CH:3]=[CH:4][C:5]3[N:6]([C:15]4[CH:20]=[CH:19][CH:18]=[CH:17][CH:16]=4)[C:7]4[C:12]([C:13]=3[CH:14]=2)=[CH:11][CH:10]=[CH:9][CH:8]=4)[CH:41]=[CH:40][CH:39]=[CH:38][CH:37]=1. The yield is 0.750.